Dataset: Drug-target binding data from BindingDB using IC50 measurements. Task: Regression. Given a target protein amino acid sequence and a drug SMILES string, predict the binding affinity score between them. We predict pIC50 (pIC50 = -log10(IC50 in M); higher means more potent). Dataset: bindingdb_ic50. (1) The drug is CCCCN1C(=O)C(=O)c2cc(S(=O)(=O)N3C[C@@H](OCCOCCOCCOCCO)C[C@H]3COC)ccc21. The target protein (P55210) has sequence MADDQGCIEEQGVEDSANEDSVDAKPDRSSFVPSLFSKKKKNVTMRSIKTTRDRVPTYQYNMNFEKLGKCIIINNKNFDKVTGMGVRNGTDKDAEALFKCFRSLGFDVIVYNDCSCAKMQDLLKKASEEDHTNAACFACILLSHGEENVIYGKDGVTPIKDLTAHFRGDRCKTLLEKPKLFFIQACRGTELDDGIQADSGPINDTDANPRYKIPVEADFLFAYSTVPGYYSWRSPGRGSWFVQALCSILEEHGKDLEIMQILTRVNDRVARHFESQSDDPHFHEKKQIPCVVSMLTKELYFSQ. The pIC50 is 3.3. (2) The drug is COc1ccc(Nc2cc(S(=O)(=O)[O-])c(N)c3c2C(=O)c2ccccc2C3=O)cc1. The target protein (P41231) has sequence MAADLGPWNDTINGTWDGDELGYRCRFNEDFKYVLLPVSYGVVCVPGLCLNAVALYIFLCRLKTWNASTTYMFHLAVSDALYAASLPLLVYYYARGDHWPFSTVLCKLVRFLFYTNLYCSILFLTCISVHRCLGVLRPLRSLRWGRARYARRVAGAVWVLVLACQAPVLYFVTTSARGGRVTCHDTSAPELFSRFVAYSSVMLGLLFAVPFAVILVCYVLMARRLLKPAYGTSGGLPRAKRKSVRTIAVVLAVFALCFLPFHVTRTLYYSFRSLDLSCHTLNAINMAYKVTRPLASANSCLDPVLYFLAGQRLVRFARDAKPPTGPSPATPARRRLGLRRSDRTDMQRIEDVLGSSEDSRRTESTPAGSENTKDIRL. The pIC50 is 4.7.